From a dataset of Reaction yield outcomes from USPTO patents with 853,638 reactions. Predict the reaction yield, written as a fraction of the theoretical maximum amount of product (1.0 means a 100% yield; for example, 0.34 means a 34% yield). (1) The reactants are [F:1][C:2]1[CH:30]=[C:29]([N+:31]([O-])=O)[CH:28]=[CH:27][C:3]=1[O:4][C:5]1[CH:10]=[CH:9][N:8]=[C:7]2[CH:11]=[C:12]([C:14]3[N:15]=[CH:16][N:17]([CH2:19][O:20][CH2:21][CH2:22][Si:23]([CH3:26])([CH3:25])[CH3:24])[CH:18]=3)[S:13][C:6]=12.[BH4-].[Na+]. The catalyst is CO.Cl[Ni]Cl. The product is [F:1][C:2]1[CH:30]=[C:29]([NH2:31])[CH:28]=[CH:27][C:3]=1[O:4][C:5]1[CH:10]=[CH:9][N:8]=[C:7]2[CH:11]=[C:12]([C:14]3[N:15]=[CH:16][N:17]([CH2:19][O:20][CH2:21][CH2:22][Si:23]([CH3:25])([CH3:24])[CH3:26])[CH:18]=3)[S:13][C:6]=12. The yield is 1.00. (2) The reactants are COC(C1C=C(O)C2C(=C(OCC3C=CC=CC=3)C=CC=2)N=1)=O.[CH2:24]([NH:31][C:32]1[CH:33]=[CH:34][CH:35]=[C:36]2[C:41]=1[N:40]=[C:39]([C:42]([O:44]C)=[O:43])[CH:38]=[C:37]2[OH:46])[C:25]1[CH:30]=[CH:29][CH:28]=[CH:27][CH:26]=1. No catalyst specified. The product is [CH2:24]([NH:31][C:32]1[CH:33]=[CH:34][CH:35]=[C:36]2[C:41]=1[N:40]=[C:39]([C:42]([OH:44])=[O:43])[CH:38]=[C:37]2[OH:46])[C:25]1[CH:30]=[CH:29][CH:28]=[CH:27][CH:26]=1. The yield is 0.690. (3) The reactants are C[C:2]1[C:12](=[O:13])[C:11]2[CH:10]=[CH:9][CH:8]=[CH:7][C:6]=2[C:4](=[O:5])[CH:3]=1.[C:14]([O:18][C:19]([NH:21][CH2:22][C:23](O)=O)=[O:20])([CH3:17])([CH3:16])[CH3:15].O.[NH4+].[NH4+].[O-]S(OOS([O-])(=O)=O)(=O)=O. The catalyst is CC#N.[N+]([O-])([O-])=O.[Ag+]. The product is [CH3:2][C:3]1[C:4](=[O:5])[C:6]2[C:11]([C:12](=[O:13])[C:23]=1[CH2:22][NH:21][C:19]([O:18][C:14]([CH3:15])([CH3:16])[CH3:17])=[O:20])=[CH:10][CH:9]=[CH:8][CH:7]=2. The yield is 0.380.